Dataset: Peptide-MHC class I binding affinity with 185,985 pairs from IEDB/IMGT. Task: Regression. Given a peptide amino acid sequence and an MHC pseudo amino acid sequence, predict their binding affinity value. This is MHC class I binding data. The peptide sequence is NTLRFLEKT. The MHC is HLA-A02:01 with pseudo-sequence HLA-A02:01. The binding affinity (normalized) is 0.311.